Task: Predict the product of the given reaction.. Dataset: Forward reaction prediction with 1.9M reactions from USPTO patents (1976-2016) (1) Given the reactants [CH2:1]([N:8]1[C:12]([C:13]([O:15][CH3:16])=[O:14])=[C:11]([OH:17])[C:10]([OH:18])=[C:9]1[C:19]([O:21][CH3:22])=[O:20])[C:2]1[CH:7]=[CH:6][CH:5]=[CH:4][CH:3]=1.Br[CH2:24][CH2:25]Br.C(=O)([O-])[O-].[K+].[K+], predict the reaction product. The product is: [CH3:22][O:21][C:19]([C:9]1[N:8]([CH2:1][C:2]2[CH:3]=[CH:4][CH:5]=[CH:6][CH:7]=2)[C:12]([C:13]([O:15][CH3:16])=[O:14])=[C:11]2[O:17][CH2:24][CH2:25][O:18][C:10]=12)=[O:20]. (2) Given the reactants Cl[C:2]1[C:3]2[C:4](=[N:8][N:9]([CH2:11][C:12]3[CH:17]=[CH:16][C:15]([CH2:18][N:19]4[C:23]([CH3:24])=[CH:22][C:21]([CH3:25])=[N:20]4)=[CH:14][CH:13]=3)[CH:10]=2)[N:5]=[CH:6][N:7]=1.[NH3:26], predict the reaction product. The product is: [CH3:25][C:21]1[CH:22]=[C:23]([CH3:24])[N:19]([CH2:18][C:15]2[CH:16]=[CH:17][C:12]([CH2:11][N:9]3[CH:10]=[C:3]4[C:4]([N:5]=[CH:6][N:7]=[C:2]4[NH2:26])=[N:8]3)=[CH:13][CH:14]=2)[N:20]=1.